This data is from Experimentally validated miRNA-target interactions with 360,000+ pairs, plus equal number of negative samples. The task is: Binary Classification. Given a miRNA mature sequence and a target amino acid sequence, predict their likelihood of interaction. The miRNA is hsa-miR-654-3p with sequence UAUGUCUGCUGACCAUCACCUU. Result: 0 (no interaction). The protein sequence of the target gene is MSSNTMLQKTLLILISFSVVTWMIFIISQNFTKLWSALNLSISVHYWNNSAKSLFPKTSLIPLKPLTETELRIKEIIEKLDQQIPPRPFTHVNTTTSATHSTATILNPRDTYCRGDQLDILLEVRDHLGQRKQYGGDFLRARMSSPALTAGASGKVMDFNNGTYLVSFTLFWEGQVSLSLLLIHPSEGASALWRARNQGYDKIIFKGKFVNGTSHVFTECGLTLNSNAELCEYLDDRDQEAFYCMKPQHMPCEALTYMTTRNREVSYLTDKENSLFHRSKVGVEMMKDRKHIDVTNCNKR....